Dataset: Full USPTO retrosynthesis dataset with 1.9M reactions from patents (1976-2016). Task: Predict the reactants needed to synthesize the given product. (1) The reactants are: [OH:1][C:2]1[CH:9]=[C:8](O)[CH:7]=[CH:6][C:3]=1[CH:4]=[O:5].[C:11](=[O:14])([O-])[O-].[K+].[K+].I[CH2:18][CH3:19].O.[CH3:21]N(C=O)C. Given the product [CH2:18]([O:1][C:2]1[CH:9]=[C:8]([O:14][CH2:11][CH3:21])[CH:7]=[CH:6][C:3]=1[CH:4]=[O:5])[CH3:19], predict the reactants needed to synthesize it. (2) The reactants are: [OH:1][CH:2]([C:17]1[N:18]([C:31]2[CH:36]=[CH:35][CH:34]=[CH:33][CH:32]=2)[N:19]=[C:20]2[C:29]=1[C:28]1[CH:27]=[CH:26][CH:25]=[CH:24][C:23]=1[NH:22][C:21]2=[O:30])[CH2:3][CH:4]1[CH2:9][CH2:8][N:7](C(OC(C)(C)C)=O)[CH2:6][CH2:5]1.Cl.[OH-].[Na+]. Given the product [OH:1][CH:2]([C:17]1[N:18]([C:31]2[CH:32]=[CH:33][CH:34]=[CH:35][CH:36]=2)[N:19]=[C:20]2[C:29]=1[C:28]1[CH:27]=[CH:26][CH:25]=[CH:24][C:23]=1[NH:22][C:21]2=[O:30])[CH2:3][CH:4]1[CH2:9][CH2:8][NH:7][CH2:6][CH2:5]1, predict the reactants needed to synthesize it. (3) Given the product [N:26]1([CH2:6][CH2:7][CH2:8][C:9]2[CH:10]=[CH:11][C:12]3[S:17][C:16]4[N:18]=[CH:19][CH:20]=[N:21][C:15]=4[NH:14][C:13]=3[CH:25]=2)[CH:30]=[CH:29][N:28]=[CH:27]1, predict the reactants needed to synthesize it. The reactants are: CS(O[CH2:6][CH2:7][CH2:8][C:9]1[CH:10]=[CH:11][C:12]2[S:17][C:16]3[N:18]=[CH:19][CH:20]=[N:21][C:15]=3[N:14](COC)[C:13]=2[CH:25]=1)(=O)=O.[NH:26]1[CH:30]=[CH:29][N:28]=[CH:27]1.